Dataset: Forward reaction prediction with 1.9M reactions from USPTO patents (1976-2016). Task: Predict the product of the given reaction. (1) Given the reactants [CH2:1]([C@H:8]([NH:32]C(=O)OC(C)(C)C)[C@H:9]([OH:31])[CH2:10][CH:11]([O:25][CH:26]1[CH2:30][CH2:29][CH2:28][CH2:27]1)[S:12]([C:15]1[CH:16]=[C:17]2[C:22](=[CH:23][CH:24]=1)[N:21]=[CH:20][CH:19]=[N:18]2)(=[O:14])=[O:13])[C:2]1[CH:7]=[CH:6][CH:5]=[CH:4][CH:3]=1.FC(F)(F)C(O)=O, predict the reaction product. The product is: [NH2:32][C@@H:8]([CH2:1][C:2]1[CH:3]=[CH:4][CH:5]=[CH:6][CH:7]=1)[C@H:9]([OH:31])[CH2:10][CH:11]([O:25][CH:26]1[CH2:27][CH2:28][CH2:29][CH2:30]1)[S:12]([C:15]1[CH:16]=[C:17]2[C:22](=[CH:23][CH:24]=1)[N:21]=[CH:20][CH:19]=[N:18]2)(=[O:13])=[O:14]. (2) Given the reactants [ClH:1].[CH3:2][O:3][C:4]1[CH:5]=[C:6]2[C:11](=[CH:12][CH:13]=1)[CH:10]=[N:9][CH:8]=[C:7]2[C:14](OC)=[O:15].[H-].[Al+3].[Li+].[H-].[H-].[H-].Cl, predict the reaction product. The product is: [ClH:1].[CH3:2][O:3][C:4]1[CH:5]=[C:6]2[C:11](=[CH:12][CH:13]=1)[CH:10]=[N:9][CH:8]=[C:7]2[CH2:14][OH:15]. (3) Given the reactants [C:1]1(OC(Cl)=O)[CH:6]=[CH:5][CH:4]=[CH:3][CH:2]=1.[NH2:11][C:12]1[CH:13]=[C:14]([C:18]#[C:19][C:20]2[CH:21]=[N:22][C:23]([NH:26][CH2:27][CH2:28][CH2:29][N:30]3[CH2:35][CH2:34][CH2:33][CH2:32][CH2:31]3)=[N:24][CH:25]=2)[CH:15]=[CH:16][CH:17]=1.[N:36]1[CH:41]=CC=CC=1.C1C[O:45]CC1, predict the reaction product. The product is: [C:1]1([NH:36][C:41]([NH:11][C:12]2[CH:17]=[CH:16][CH:15]=[C:14]([C:18]#[C:19][C:20]3[CH:21]=[N:22][C:23]([NH:26][CH2:27][CH2:28][CH2:29][N:30]4[CH2:31][CH2:32][CH2:33][CH2:34][CH2:35]4)=[N:24][CH:25]=3)[CH:13]=2)=[O:45])[CH:2]=[CH:3][CH:4]=[CH:5][CH:6]=1. (4) Given the reactants [CH:1]1([CH2:4][O:5][C:6]2[CH:7]=[C:8]3[C:13](=[CH:14][CH:15]=2)[N:12]=[C:11]([NH:16][CH2:17][CH2:18][NH:19][C:20](=[O:22])[CH3:21])[C:10]([CH:23]=[O:24])=[CH:9]3)[CH2:3][CH2:2]1.[BH4-].[Na+], predict the reaction product. The product is: [CH:1]1([CH2:4][O:5][C:6]2[CH:7]=[C:8]3[C:13](=[CH:14][CH:15]=2)[N:12]=[C:11]([NH:16][CH2:17][CH2:18][NH:19][C:20](=[O:22])[CH3:21])[C:10]([CH2:23][OH:24])=[CH:9]3)[CH2:2][CH2:3]1. (5) Given the reactants CC1(C)[O:6][C@H:5]2[C:7](=[O:51])[O:8][C@H:9]([CH2:10][O:11][C:12]3[CH:17]=[CH:16][C:15]([C:18]4[CH:19]=[CH:20][C:21]5[C:27](=[O:28])[NH:26][C:25]6[CH:29]=[C:30]([CH2:33][CH2:34][O:35][C:36]7[CH:41]=[CH:40][C:39]([N:42]8[CH2:47][CH2:46][O:45][CH2:44][CH2:43]8)=[CH:38][CH:37]=7)[CH:31]=[CH:32][C:24]=6[NH:23][C:22]=5[CH:48]=4)=[CH:14][C:13]=3[O:49][CH3:50])[C@H:4]2[O:3]1.FC(F)(F)C(O)=O, predict the reaction product. The product is: [OH:3][C@H:4]1[C@@H:5]([OH:6])[C:7](=[O:51])[O:8][C@@H:9]1[CH2:10][O:11][C:12]1[CH:17]=[CH:16][C:15]([C:18]2[CH:19]=[CH:20][C:21]3[C:27](=[O:28])[NH:26][C:25]4[CH:29]=[C:30]([CH2:33][CH2:34][O:35][C:36]5[CH:41]=[CH:40][C:39]([N:42]6[CH2:43][CH2:44][O:45][CH2:46][CH2:47]6)=[CH:38][CH:37]=5)[CH:31]=[CH:32][C:24]=4[NH:23][C:22]=3[CH:48]=2)=[CH:14][C:13]=1[O:49][CH3:50]. (6) Given the reactants [CH2:1]([N:3]1[C:7]([C:8]([OH:10])=O)=[CH:6][CH:5]=[N:4]1)[CH3:2].O1CCCC1.C(Cl)(=O)C(Cl)=O.[NH2:22][C:23]1[CH:24]=[C:25]([CH:42]=[CH:43][C:44]=1[F:45])[O:26][C:27]1[CH:28]=[CH:29][C:30]2[N:31]([CH:33]=[C:34]([NH:36][C:37]([CH:39]3[CH2:41][CH2:40]3)=[O:38])[N:35]=2)[N:32]=1, predict the reaction product. The product is: [CH:39]1([C:37]([NH:36][C:34]2[N:35]=[C:30]3[CH:29]=[CH:28][C:27]([O:26][C:25]4[CH:42]=[CH:43][C:44]([F:45])=[C:23]([NH:22][C:8]([C:7]5[N:3]([CH2:1][CH3:2])[N:4]=[CH:5][CH:6]=5)=[O:10])[CH:24]=4)=[N:32][N:31]3[CH:33]=2)=[O:38])[CH2:40][CH2:41]1.